This data is from Forward reaction prediction with 1.9M reactions from USPTO patents (1976-2016). The task is: Predict the product of the given reaction. (1) Given the reactants [C:1]([O:5][C:6]([N:8]([CH2:13][C:14]1[CH:15]=[C:16]([CH:23]=[CH:24][C:25]=1[O:26][CH2:27][CH2:28][N:29]1[CH2:34][CH2:33][O:32][CH2:31][CH2:30]1)[C:17]([O:19]CC=C)=[O:18])[S:9]([CH3:12])(=[O:11])=[O:10])=[O:7])([CH3:4])([CH3:3])[CH3:2].N1CCCCC1.[NH4+].[Cl-].C(OCC)(=O)C, predict the reaction product. The product is: [C:1]([O:5][C:6]([N:8]([CH2:13][C:14]1[CH:15]=[C:16]([CH:23]=[CH:24][C:25]=1[O:26][CH2:27][CH2:28][N:29]1[CH2:30][CH2:31][O:32][CH2:33][CH2:34]1)[C:17]([OH:19])=[O:18])[S:9]([CH3:12])(=[O:11])=[O:10])=[O:7])([CH3:4])([CH3:2])[CH3:3]. (2) Given the reactants [Br:1][C:2]1[CH:10]=[CH:9][CH:8]=[C:7]2[C:3]=1[CH:4]([C:13]1[C:22]([OH:23])=[CH:21][C:16]3[O:17][CH2:18][CH2:19][O:20][C:15]=3[CH:14]=1)[C:5](=[O:12])[N:6]2[CH3:11].F[C:25]1C=C(O)C(C2C3C(=CC=CC=3)N(CC3C=CC(OC)=CC=3)C2=O)=CC=1C#N, predict the reaction product. The product is: [Br:1][C:2]1[CH:10]=[CH:9][CH:8]=[C:7]2[C:3]=1[C:4]1([C:13]3[C:22](=[CH:21][C:16]4[O:17][CH2:18][CH2:19][O:20][C:15]=4[CH:14]=3)[O:23][CH2:25]1)[C:5](=[O:12])[N:6]2[CH3:11]. (3) Given the reactants Cl.[OH:2][CH2:3][CH2:4][O:5][NH2:6].[CH:7]([C:9]1[CH:14]=[CH:13][N:12]2[C:15]([C:18]3[CH:19]=[C:20]([C:24]4[CH:28]=[CH:27][S:26][C:25]=4[C:29]#[N:30])[CH:21]=[CH:22][CH:23]=3)=[CH:16][N:17]=[C:11]2[CH:10]=1)=O, predict the reaction product. The product is: [OH:2][CH2:3][CH2:4][O:5][N:6]=[CH:7][C:9]1[CH:14]=[CH:13][N:12]2[C:15]([C:18]3[CH:19]=[C:20]([C:24]4[CH:28]=[CH:27][S:26][C:25]=4[C:29]#[N:30])[CH:21]=[CH:22][CH:23]=3)=[CH:16][N:17]=[C:11]2[CH:10]=1. (4) Given the reactants [Br:1][C:2]1[CH:10]=[C:9]2[C:5]([C:6]3([CH2:16][CH2:15][C:14](=[O:17])[CH2:13][CH2:12]3)[C:7](=[O:11])[NH:8]2)=[CH:4][CH:3]=1.[Cl:18][CH2:19][CH2:20][OH:21].CS(O)(=O)=O.[C:27](=O)([O-])O.[Na+].Cl[CH2:33][Cl:34], predict the reaction product. The product is: [Br:1][C:2]1[CH:10]=[C:9]2[C:5]([C:6]3([CH2:12][CH2:13][C:14]([O:21][CH2:20][CH2:19][Cl:18])([O:17][CH2:27][CH2:33][Cl:34])[CH2:15][CH2:16]3)[C:7](=[O:11])[NH:8]2)=[CH:4][CH:3]=1.